Dataset: CYP2C9 inhibition data for predicting drug metabolism from PubChem BioAssay. Task: Regression/Classification. Given a drug SMILES string, predict its absorption, distribution, metabolism, or excretion properties. Task type varies by dataset: regression for continuous measurements (e.g., permeability, clearance, half-life) or binary classification for categorical outcomes (e.g., BBB penetration, CYP inhibition). Dataset: cyp2c9_veith. (1) The compound is CCCCCCCNS(=O)(=O)c1cccc2c(Cl)cccc12. The result is 0 (non-inhibitor). (2) The molecule is Cc1ccc(C(=O)NCCNc2ccc(Cl)cc2[N+](=O)[O-])o1. The result is 1 (inhibitor). (3) The drug is CC(=O)[C@@]1(O)Cc2c(O)c3c(c(O)c2[C@H](O[C@H]2C[C@H](N)[C@H](O)[C@H](C)O2)C1)C(=O)c1ccccc1C3=O. The result is 0 (non-inhibitor).